From a dataset of Merck oncology drug combination screen with 23,052 pairs across 39 cell lines. Regression. Given two drug SMILES strings and cell line genomic features, predict the synergy score measuring deviation from expected non-interaction effect. (1) Drug 1: CN1C(=O)C=CC2(C)C3CCC4(C)C(NC(=O)OCC(F)(F)F)CCC4C3CCC12. Drug 2: CNC(=O)c1cc(Oc2ccc(NC(=O)Nc3ccc(Cl)c(C(F)(F)F)c3)cc2)ccn1. Cell line: SKMEL30. Synergy scores: synergy=7.52. (2) Drug 2: Cn1cc(-c2cnn3c(N)c(Br)c(C4CCCNC4)nc23)cn1. Cell line: NCIH23. Drug 1: Nc1ccn(C2OC(CO)C(O)C2(F)F)c(=O)n1. Synergy scores: synergy=-1.50.